Dataset: Full USPTO retrosynthesis dataset with 1.9M reactions from patents (1976-2016). Task: Predict the reactants needed to synthesize the given product. Given the product [Cl:1][C:2]1[N:10]=[C:9]2[C:5]([N:6]=[CH:7][N:8]2[CH2:27][C:26]#[CH:25])=[C:4]([NH:11][CH2:12][C:13]2[CH:14]=[CH:15][CH:16]=[CH:17][CH:18]=2)[N:3]=1, predict the reactants needed to synthesize it. The reactants are: [Cl:1][C:2]1[N:10]=[C:9]2[C:5]([NH:6][CH:7]=[N:8]2)=[C:4]([NH:11][CH2:12][C:13]2[CH:18]=[CH:17][CH:16]=[CH:15][CH:14]=2)[N:3]=1.C(=O)([O-])[O-].[K+].[K+].[CH2:25](Br)[C:26]#[CH:27].O.